From a dataset of Reaction yield outcomes from USPTO patents with 853,638 reactions. Predict the reaction yield, written as a fraction of the theoretical maximum amount of product (1.0 means a 100% yield; for example, 0.34 means a 34% yield). (1) The reactants are FC(F)(F)S(O[C:7]1[CH:12]=[CH:11][C:10]([N:13]2[CH:18]=[C:17]([O:19][CH3:20])[C:16](=[O:21])[C:15]([C:22]3[N:26]([C:27]4[CH:32]=[CH:31][CH:30]=[CH:29][CH:28]=4)[N:25]=[CH:24][CH:23]=3)=[N:14]2)=[C:9]([F:33])[CH:8]=1)(=O)=O.[O:36]1[CH2:41][CH:40]=[C:39](B2OC(C)(C)C(C)(C)O2)[CH2:38][CH2:37]1.C([O-])([O-])=O.[Na+].[Na+].COCCOC. The catalyst is C1C=CC([P]([Pd]([P](C2C=CC=CC=2)(C2C=CC=CC=2)C2C=CC=CC=2)([P](C2C=CC=CC=2)(C2C=CC=CC=2)C2C=CC=CC=2)[P](C2C=CC=CC=2)(C2C=CC=CC=2)C2C=CC=CC=2)(C2C=CC=CC=2)C2C=CC=CC=2)=CC=1.O. The product is [O:36]1[CH2:37][CH:38]=[C:39]([C:7]2[CH:12]=[CH:11][C:10]([N:13]3[CH:18]=[C:17]([O:19][CH3:20])[C:16](=[O:21])[C:15]([C:22]4[N:26]([C:27]5[CH:32]=[CH:31][CH:30]=[CH:29][CH:28]=5)[N:25]=[CH:24][CH:23]=4)=[N:14]3)=[C:9]([F:33])[CH:8]=2)[CH2:40][CH2:41]1. The yield is 0.910. (2) The reactants are [Si:1]([O:8][CH2:9][C:10]1[CH:15]=[C:14]([CH3:16])[NH:13][C:12](=[O:17])[C:11]=1[C:18]#[N:19])([C:4]([CH3:7])([CH3:6])[CH3:5])([CH3:3])[CH3:2].[H][H]. The catalyst is CO.N.[Ni]. The product is [NH2:19][CH2:18][C:11]1[C:12](=[O:17])[NH:13][C:14]([CH3:16])=[CH:15][C:10]=1[CH2:9][O:8][Si:1]([C:4]([CH3:6])([CH3:5])[CH3:7])([CH3:2])[CH3:3]. The yield is 0.630. (3) The product is [BrH:1].[N+:12]([C:9]1[CH:8]=[CH:7][C:6]([CH2:5][C@@H:4]([C:3]2[N:32]=[C:24]([C:25]3[CH:30]=[CH:29][CH:28]=[CH:27][CH:26]=3)[S:31][CH:2]=2)[NH2:15])=[CH:11][CH:10]=1)([O-:14])=[O:13]. The catalyst is CC#N. The reactants are [Br:1][CH2:2][C:3](=O)[C@@H:4]([NH:15]C(=O)OC(C)(C)C)[CH2:5][C:6]1[CH:11]=[CH:10][C:9]([N+:12]([O-:14])=[O:13])=[CH:8][CH:7]=1.[C:24]([NH2:32])(=[S:31])[C:25]1[CH:30]=[CH:29][CH:28]=[CH:27][CH:26]=1.C(OCC)C. The yield is 0.670. (4) The reactants are [F:1][C:2]1[CH:10]=[C:9]2[C:5]([C:6]([CH:12]=[O:13])=[CH:7][N:8]2[CH3:11])=[CH:4][CH:3]=1.[NH2:14][C:15]1[CH:20]=[CH:19][C:18]([CH2:21][C:22]([O:24][CH3:25])=[O:23])=[CH:17][C:16]=1O.C(O)(=O)C.C(O)(=O)C.IC1C=CC=CC=1. The catalyst is C(O)C. The product is [F:1][C:2]1[CH:10]=[C:9]2[C:5]([C:6]([C:12]3[O:13][C:16]4[CH:17]=[C:18]([CH2:21][C:22]([O:24][CH3:25])=[O:23])[CH:19]=[CH:20][C:15]=4[N:14]=3)=[CH:7][N:8]2[CH3:11])=[CH:4][CH:3]=1. The yield is 0.930. (5) The reactants are [CH2:1]1[O:3][CH2:2]1.[CH3:4][CH:5]([CH3:32])[CH:6]([NH:19][C:20]([CH:22]1[CH2:26][CH:25]([CH2:27][CH2:28][CH2:29][CH2:30][CH3:31])[CH2:24][NH:23]1)=[O:21])[CH:7]1[CH:12]([OH:13])[CH:11]([OH:14])[CH:10]([OH:15])[CH:9]([CH2:16][CH2:17][CH3:18])[O:8]1. The catalyst is CO.CCOCC. The product is [CH3:32][CH:5]([CH3:4])[CH:6]([NH:19][C:20]([CH:22]1[CH2:26][CH:25]([CH2:27][CH2:28][CH2:29][CH2:30][CH3:31])[CH2:24][N:23]1[CH2:1][CH2:2][OH:3])=[O:21])[CH:7]1[CH:12]([OH:13])[CH:11]([OH:14])[CH:10]([OH:15])[CH:9]([CH2:16][CH2:17][CH3:18])[O:8]1. The yield is 0.340. (6) The reactants are [NH2:1][C:2]1[NH:7][C:6](=[O:8])[CH:5]=[C:4](Cl)[N:3]=1.[NH2:10][NH2:11]. The catalyst is O. The product is [NH2:1][C:2]1[NH:7][C:6](=[O:8])[CH:5]=[C:4]([NH:10][NH2:11])[N:3]=1. The yield is 0.460. (7) The reactants are [OH:1][C:2]1[C:7]([CH3:8])=[CH:6][C:5]([CH3:9])=[CH:4][C:3]=1/[CH:10]=[CH:11]/[C:12]([O:14][C:15]([CH3:18])([CH3:17])[CH3:16])=[O:13].S([O-])([O-])(=O)=O.C([N+](CCCC)(CCCC)CCCC)CCC.C([N+](CCCC)(CCCC)CCCC)CCC.[NH2:58][OH:59]. No catalyst specified. The product is [OH:59][NH:58][CH:10]([C:3]1[CH:4]=[C:5]([CH3:9])[CH:6]=[C:7]([CH3:8])[C:2]=1[OH:1])[CH2:11][C:12]([O:14][C:15]([CH3:18])([CH3:17])[CH3:16])=[O:13]. The yield is 0.990.